Dataset: Catalyst prediction with 721,799 reactions and 888 catalyst types from USPTO. Task: Predict which catalyst facilitates the given reaction. Reactant: [CH3:1][C:2]([N:12]1[CH2:16][CH2:15][CH2:14][CH2:13]1)([CH3:11])[CH:3]([NH2:10])[C:4]1[CH:9]=[CH:8][CH:7]=[CH:6][CH:5]=1.[Cl:17][C:18]1[CH:26]=[C:25]([S:27][CH3:28])[C:21]([C:22](O)=[O:23])=[C:20]([CH3:29])[CH:19]=1.O.ON1C2C=CC=CC=2N=N1.C(Cl)CCl. Product: [Cl:17][C:18]1[CH:26]=[C:25]([S:27][CH3:28])[C:21]([C:22]([NH:10][CH:3]([C:4]2[CH:9]=[CH:8][CH:7]=[CH:6][CH:5]=2)[C:2]([CH3:1])([N:12]2[CH2:13][CH2:14][CH2:15][CH2:16]2)[CH3:11])=[O:23])=[C:20]([CH3:29])[CH:19]=1. The catalyst class is: 2.